This data is from Reaction yield outcomes from USPTO patents with 853,638 reactions. The task is: Predict the reaction yield, written as a fraction of the theoretical maximum amount of product (1.0 means a 100% yield; for example, 0.34 means a 34% yield). (1) The reactants are [N-:1]=[N+:2]=[N-:3].[Na+].[Si](Cl)(Cl)(Cl)Cl.[C:10]([C:12]1[C:13]([CH2:26][C:27]2[CH:36]=[CH:35][C:34]3[C:29](=[CH:30][CH:31]=[CH:32][CH:33]=3)[CH:28]=2)=[C:14]([C:23]([NH2:25])=O)[S:15][C:16]=1[N:17]1[CH2:22][CH2:21][O:20][CH2:19][CH2:18]1)#[N:11].O. The catalyst is C(#N)C.CCOC(C)=O. The product is [N:17]1([C:16]2[S:15][C:14]([C:23]3[NH:25][N:3]=[N:2][N:1]=3)=[C:13]([CH2:26][C:27]3[CH:36]=[CH:35][C:34]4[C:29](=[CH:30][CH:31]=[CH:32][CH:33]=4)[CH:28]=3)[C:12]=2[C:10]#[N:11])[CH2:22][CH2:21][O:20][CH2:19][CH2:18]1. The yield is 0.209. (2) The catalyst is [Cl-].[Cl-].[Zn+2].O. The reactants are [Cl:1][C:2]1[C:3]2[C:17]([I:18])=[CH:16][N:15]([CH2:19][C:20]3[C:25]([CH3:26])=[C:24]([O:27][CH3:28])[C:23]([CH3:29])=[CH:22][N:21]=3)[C:4]=2[N:5]=[C:6]([NH:8]C(=O)C(C)(C)C)[N:7]=1.CCO.O. The yield is 0.850. The product is [Cl:1][C:2]1[C:3]2[C:17]([I:18])=[CH:16][N:15]([CH2:19][C:20]3[C:25]([CH3:26])=[C:24]([O:27][CH3:28])[C:23]([CH3:29])=[CH:22][N:21]=3)[C:4]=2[N:5]=[C:6]([NH2:8])[N:7]=1.